The task is: Predict the reactants needed to synthesize the given product.. This data is from Full USPTO retrosynthesis dataset with 1.9M reactions from patents (1976-2016). (1) Given the product [CH3:1][O:2][C:3]1[CH:12]=[CH:11][C:6]2[C:7](=[O:10])/[C:8](=[CH:46]/[C:39]3[C:40]4[C:45](=[CH:44][CH:43]=[CH:42][CH:41]=4)[N:37]([S:27]([C:30]4[CH:31]=[CH:32][C:33]([CH3:34])=[CH:35][CH:36]=4)(=[O:29])=[O:28])[CH:38]=3)/[O:9][C:5]=2[C:4]=1[CH2:13][N:14]1[CH2:15][CH2:16][N:17]([C:20]([O:22][C:23]([CH3:26])([CH3:25])[CH3:24])=[O:21])[CH2:18][CH2:19]1, predict the reactants needed to synthesize it. The reactants are: [CH3:1][O:2][C:3]1[CH:12]=[CH:11][C:6]2[C:7](=[O:10])[CH2:8][O:9][C:5]=2[C:4]=1[CH2:13][N:14]1[CH2:19][CH2:18][N:17]([C:20]([O:22][C:23]([CH3:26])([CH3:25])[CH3:24])=[O:21])[CH2:16][CH2:15]1.[S:27]([N:37]1[C:45]2[C:40](=[CH:41][CH:42]=[CH:43][CH:44]=2)[C:39]([CH:46]=O)=[CH:38]1)([C:30]1[CH:36]=[CH:35][C:33]([CH3:34])=[CH:32][CH:31]=1)(=[O:29])=[O:28].N1CCCCC1. (2) Given the product [Cl:1][C:2]1[CH:3]=[CH:4][C:5]([C:8]2[N:9]=[C:10]3[C:24](=[O:25])[O:26][C:21](=[O:22])[C:11]3=[N:12][C:13]=2[C:14]2[CH:19]=[CH:18][C:17]([CH3:20])=[CH:16][CH:15]=2)=[CH:6][CH:7]=1, predict the reactants needed to synthesize it. The reactants are: [Cl:1][C:2]1[CH:7]=[CH:6][C:5]([C:8]2[N:9]=[C:10]([C:24]([OH:26])=[O:25])[C:11]([C:21](O)=[O:22])=[N:12][C:13]=2[C:14]2[CH:19]=[CH:18][C:17]([CH3:20])=[CH:16][CH:15]=2)=[CH:4][CH:3]=1.C(Cl)(=O)C. (3) Given the product [CH2:1]([N:8]([CH2:43][C@H:42]([OH:44])[CH2:41][O:40][C:37]1[CH:38]=[CH:39][C:34]([O:33][CH2:26][C:27]2[CH:32]=[CH:31][CH:30]=[CH:29][CH:28]=2)=[C:35]([S:45]([CH3:48])(=[O:47])=[O:46])[CH:36]=1)[C@H:9]1[CH2:10][CH2:11][C@H:12]([C:15]2[CH:16]=[CH:17][C:18]([C:19]([O:21][CH2:22][CH3:23])=[O:20])=[CH:24][CH:25]=2)[CH2:13][CH2:14]1)[C:2]1[CH:3]=[CH:4][CH:5]=[CH:6][CH:7]=1, predict the reactants needed to synthesize it. The reactants are: [CH2:1]([NH:8][CH:9]1[CH2:14][CH2:13][CH:12]([C:15]2[CH:25]=[CH:24][C:18]([C:19]([O:21][CH2:22][CH3:23])=[O:20])=[CH:17][CH:16]=2)[CH2:11][CH2:10]1)[C:2]1[CH:7]=[CH:6][CH:5]=[CH:4][CH:3]=1.[CH2:26]([O:33][C:34]1[CH:39]=[CH:38][C:37]([O:40][CH2:41][C@H:42]2[O:44][CH2:43]2)=[CH:36][C:35]=1[S:45]([CH3:48])(=[O:47])=[O:46])[C:27]1[CH:32]=[CH:31][CH:30]=[CH:29][CH:28]=1.Cl. (4) Given the product [CH2:1]([C:19]1([CH2:21][CH2:22][CH2:23][CH2:24][CH2:25][CH2:26][CH2:27][CH2:28]/[CH:29]=[CH:30]\[CH2:31]/[CH:32]=[CH:33]\[CH2:34][CH2:35][CH2:36][CH2:37][CH3:38])[O:44][CH:41]([CH2:40][CH2:39][OH:45])[CH2:42][O:20]1)[CH2:2][CH2:3][CH2:4][CH2:5][CH2:6][CH2:7][CH2:8]/[CH:9]=[CH:10]\[CH2:11]/[CH:12]=[CH:13]\[CH2:14][CH2:15][CH2:16][CH2:17][CH3:18], predict the reactants needed to synthesize it. The reactants are: [CH2:1]([C:19]([CH2:21][CH2:22][CH2:23][CH2:24][CH2:25][CH2:26][CH2:27][CH2:28]/[CH:29]=[CH:30]\[CH2:31]/[CH:32]=[CH:33]\[CH2:34][CH2:35][CH2:36][CH2:37][CH3:38])=[O:20])[CH2:2][CH2:3][CH2:4][CH2:5][CH2:6][CH2:7][CH2:8]/[CH:9]=[CH:10]\[CH2:11]/[CH:12]=[CH:13]\[CH2:14][CH2:15][CH2:16][CH2:17][CH3:18].[CH2:39]([OH:45])[CH2:40][CH:41]([OH:44])[CH2:42]O.C1(C)C=CC(S([O-])(=O)=O)=CC=1.[NH+]1C=CC=CC=1. (5) Given the product [NH2:25][C:26]1[C:27]([C:36]([NH:46][C@H:47]([C:54]([O:56][CH2:57][C:58]2[CH:59]=[CH:60][CH:61]=[CH:62][CH:63]=2)=[O:55])[CH2:48][C:49]([O:51][CH2:52][CH3:53])=[O:50])=[O:38])=[CH:28][C:29]2[C:34]([CH:35]=1)=[CH:33][CH:32]=[CH:31][CH:30]=2, predict the reactants needed to synthesize it. The reactants are: CN(C(ON1N=NC2C=CC=NC1=2)=[N+](C)C)C.F[P-](F)(F)(F)(F)F.[NH2:25][C:26]1[C:27]([C:36]([OH:38])=O)=[CH:28][C:29]2[C:34]([CH:35]=1)=[CH:33][CH:32]=[CH:31][CH:30]=2.FC(F)(F)C(O)=O.[NH2:46][C@H:47]([C:54]([O:56][CH2:57][C:58]1[CH:63]=[CH:62][CH:61]=[CH:60][CH:59]=1)=[O:55])[CH2:48][C:49]([O:51][CH2:52][CH3:53])=[O:50].C(N(CC)C(C)C)(C)C.C([O-])(O)=O.[Na+]. (6) Given the product [Cl:1][C:2]1[CH:7]=[CH:6][C:5]([CH:8]([C:21]2[CH:26]=[CH:25][C:24]([Cl:27])=[CH:23][CH:22]=2)[C:9]2[CH:10]=[C:11]3[C:16](=[CH:17][CH:18]=2)[N:15]=[C:14]([OH:19])[CH:13]=[C:12]3[NH:39][CH:36]2[CH2:37][CH2:38][N:33]([S:30]([CH2:28][CH3:29])(=[O:32])=[O:31])[CH2:34][CH2:35]2)=[CH:4][CH:3]=1, predict the reactants needed to synthesize it. The reactants are: [Cl:1][C:2]1[CH:7]=[CH:6][C:5]([CH:8]([C:21]2[CH:26]=[CH:25][C:24]([Cl:27])=[CH:23][CH:22]=2)[C:9]2[CH:10]=[C:11]3[C:16](=[CH:17][CH:18]=2)[N:15]=[C:14]([OH:19])[CH:13]=[C:12]3Br)=[CH:4][CH:3]=1.[CH2:28]([S:30]([N:33]1[CH2:38][CH2:37][CH:36]([NH2:39])[CH2:35][CH2:34]1)(=[O:32])=[O:31])[CH3:29].C([O-])([O-])=O.[Cs+].[Cs+].